This data is from Forward reaction prediction with 1.9M reactions from USPTO patents (1976-2016). The task is: Predict the product of the given reaction. (1) The product is: [CH3:12][N:13]([CH:14]1[CH2:19][CH2:18][N:17]([C:20]([O:22][CH2:23][C:24]2[CH:25]=[C:26]([Cl:31])[CH:27]=[C:28]([Cl:30])[CH:29]=2)=[O:21])[CH2:16][CH2:15]1)[C:9](=[O:11])[CH2:8][CH2:7][CH2:6][C:4]1[N:3]=[N:2][NH:1][CH:5]=1. Given the reactants [NH:1]1[CH:5]=[C:4]([CH2:6][CH2:7][CH2:8][C:9]([OH:11])=O)[N:3]=[N:2]1.[CH3:12][NH:13][CH:14]1[CH2:19][CH2:18][N:17]([C:20]([O:22][CH2:23][C:24]2[CH:29]=[C:28]([Cl:30])[CH:27]=[C:26]([Cl:31])[CH:25]=2)=[O:21])[CH2:16][CH2:15]1.CCN(C(C)C)C(C)C.C(P1(=O)OP(CCC)(=O)OP(CCC)(=O)O1)CC, predict the reaction product. (2) Given the reactants Cl[C:2]1C=C(Cl)C=C[C:3]=1C1N=C(CC)C(N[C@@H]2C3C(=CC=CC=3)C[C@@H]2OCC)=NC=1CC.[Cl:32][C:33]1[CH:38]=[C:37]([O:39][CH3:40])[CH:36]=[CH:35][C:34]=1[C:41]1[N:42]=[C:43]([CH2:61][CH3:62])[C:44]([NH:50][C@@H:51]2[C:59]3[C:54](=[CH:55][CH:56]=[CH:57][CH:58]=3)[CH2:53][C@@H:52]2[OH:60])=[N:45][C:46]=1[CH:47]1[CH2:49][CH2:48]1, predict the reaction product. The product is: [Cl:32][C:33]1[CH:38]=[C:37]([O:39][CH3:40])[CH:36]=[CH:35][C:34]=1[C:41]1[N:42]=[C:43]([CH2:61][CH3:62])[C:44]([NH:50][C@@H:51]2[C:59]3[C:54](=[CH:55][CH:56]=[CH:57][CH:58]=3)[CH2:53][C@@H:52]2[O:60][CH2:2][CH3:3])=[N:45][C:46]=1[CH:47]1[CH2:49][CH2:48]1.